This data is from Full USPTO retrosynthesis dataset with 1.9M reactions from patents (1976-2016). The task is: Predict the reactants needed to synthesize the given product. (1) Given the product [Br:8][C:5]1[CH:6]=[CH:7][C:2](=[O:1])[N:3]([CH2:18][C:19]#[N:20])[CH:4]=1, predict the reactants needed to synthesize it. The reactants are: [OH:1][C:2]1[CH:7]=[CH:6][C:5]([Br:8])=[CH:4][N:3]=1.C(=O)([O-])[O-].[K+].[K+].[I-].[Na+].Cl[CH2:18][C:19]#[N:20]. (2) Given the product [Cl:31][C:27]1[CH:26]=[C:25]2[NH:24][C:23](=[O:32])[C@:15]3([C@@H:14]([C:33]4[CH:38]=[CH:37][CH:36]=[C:35]([Cl:39])[C:34]=4[F:40])[C@H:13]([C:11]([NH:10][C:7]4[CH:8]=[CH:9][C:4]([C:3]([OH:43])=[O:2])=[CH:5][C:6]=4[NH:41][CH3:42])=[O:12])[NH:17][C@H:16]3[CH2:18][C:19]([CH3:21])([CH3:20])[CH3:22])[C:30]2=[CH:29][CH:28]=1, predict the reactants needed to synthesize it. The reactants are: C[O:2][C:3](=[O:43])[C:4]1[CH:9]=[CH:8][C:7]([NH:10][C:11]([C@@H:13]2[NH:17][C@@H:16]([CH2:18][C:19]([CH3:22])([CH3:21])[CH3:20])[C@:15]3([C:30]4[C:25](=[CH:26][C:27]([Cl:31])=[CH:28][CH:29]=4)[NH:24][C:23]3=[O:32])[C@H:14]2[C:33]2[CH:38]=[CH:37][CH:36]=[C:35]([Cl:39])[C:34]=2[F:40])=[O:12])=[C:6]([NH:41][CH3:42])[CH:5]=1.[OH-].[Na+].Cl. (3) Given the product [CH3:26][N:15]([CH2:14][C:6]1[N:5]([CH2:4][CH2:3][CH2:2][NH:1]/[C:35](/[NH:36][C:37](=[O:38])[O:39][C:40]([CH3:43])([CH3:42])[CH3:41])=[N:34]\[C:27](=[O:28])[O:29][C:30]([CH3:33])([CH3:32])[CH3:31])[C:9]2[CH:10]=[CH:11][CH:12]=[CH:13][C:8]=2[N:7]=1)[CH:16]1[C:25]2[N:24]=[CH:23][CH:22]=[CH:21][C:20]=2[CH2:19][CH2:18][CH2:17]1, predict the reactants needed to synthesize it. The reactants are: [NH2:1][CH2:2][CH2:3][CH2:4][N:5]1[C:9]2[CH:10]=[CH:11][CH:12]=[CH:13][C:8]=2[N:7]=[C:6]1[CH2:14][N:15]([CH3:26])[CH:16]1[C:25]2[N:24]=[CH:23][CH:22]=[CH:21][C:20]=2[CH2:19][CH2:18][CH2:17]1.[C:27]([NH:34][C:35](N1C=CC=N1)=[N:36][C:37]([O:39][C:40]([CH3:43])([CH3:42])[CH3:41])=[O:38])([O:29][C:30]([CH3:33])([CH3:32])[CH3:31])=[O:28]. (4) The reactants are: Cl[C:2]1[N:7]=[C:6]([O:8][CH3:9])[N:5]=[C:4]([NH:10][CH2:11][CH2:12][C:13]2[CH:18]=[CH:17][C:16]([C:19]3[O:20][C:21]([CH3:24])=[N:22][N:23]=3)=[CH:15][CH:14]=2)[CH:3]=1.[C:25]([C:28]([C:31]1[CH:32]=[C:33](B(O)O)[CH:34]=[CH:35][CH:36]=1)([CH3:30])[CH3:29])([OH:27])=[O:26].C([O-])([O-])=O.[Cs+].[Cs+].O. Given the product [CH3:9][O:8][C:6]1[N:7]=[C:2]([C:33]2[CH:32]=[C:31]([C:28]([CH3:30])([CH3:29])[C:25]([OH:27])=[O:26])[CH:36]=[CH:35][CH:34]=2)[CH:3]=[C:4]([NH:10][CH2:11][CH2:12][C:13]2[CH:18]=[CH:17][C:16]([C:19]3[O:20][C:21]([CH3:24])=[N:22][N:23]=3)=[CH:15][CH:14]=2)[N:5]=1, predict the reactants needed to synthesize it. (5) Given the product [C:1]([O:5][C:6](=[O:23])[NH:7][C:8]1[CH:13]=[CH:12][C:11]([CH2:14][N:15]2[CH2:20][CH2:19][N:18]([CH2:30][C:29]3[CH:32]=[CH:33][C:26]([O:25][CH3:24])=[CH:27][CH:28]=3)[CH2:17][C:16]2([CH3:22])[CH3:21])=[CH:10][N:9]=1)([CH3:4])([CH3:2])[CH3:3], predict the reactants needed to synthesize it. The reactants are: [C:1]([O:5][C:6](=[O:23])[NH:7][C:8]1[CH:13]=[CH:12][C:11]([CH2:14][N:15]2[CH2:20][CH2:19][NH:18][CH2:17][C:16]2([CH3:22])[CH3:21])=[CH:10][N:9]=1)([CH3:4])([CH3:3])[CH3:2].[CH3:24][O:25][C:26]1[CH:33]=[CH:32][C:29]([CH2:30]Br)=[CH:28][CH:27]=1.C(N(CC)CC)C.